This data is from Forward reaction prediction with 1.9M reactions from USPTO patents (1976-2016). The task is: Predict the product of the given reaction. (1) Given the reactants [H-].[H-].[H-].[H-].[Li+].[Al+3].[N:7]1([C:13](=O)[CH2:14][C:15]2[CH:16]=[C:17]([N:21]3[CH:25]=[C:24]([C:26]4[C:34]5[C:29](=[CH:30][CH:31]=[CH:32][CH:33]=5)[NH:28][N:27]=4)[N:23]=[N:22]3)[CH:18]=[CH:19][CH:20]=2)[CH2:12][CH2:11][O:10][CH2:9][CH2:8]1.O.CCOC(C)=O, predict the reaction product. The product is: [N:7]1([CH2:13][CH2:14][C:15]2[CH:16]=[C:17]([N:21]3[CH:25]=[C:24]([C:26]4[C:34]5[C:29](=[CH:30][CH:31]=[CH:32][CH:33]=5)[NH:28][N:27]=4)[N:23]=[N:22]3)[CH:18]=[CH:19][CH:20]=2)[CH2:8][CH2:9][O:10][CH2:11][CH2:12]1. (2) Given the reactants [CH2:1]([O:3][C:4](=[O:34])[C:5]1[CH:10]=[CH:9][CH:8]=[C:7]([N:11]2[C:15]([CH3:16])=[CH:14][CH:13]=[C:12]2[C:17]2[CH:22]=[C:21]([Cl:23])[CH:20]=[CH:19][C:18]=2[O:24]CC2C=CC(OC)=CC=2)[CH:6]=1)[CH3:2], predict the reaction product. The product is: [CH2:1]([O:3][C:4](=[O:34])[C:5]1[CH:10]=[CH:9][CH:8]=[C:7]([N:11]2[C:15]([CH3:16])=[CH:14][CH:13]=[C:12]2[C:17]2[CH:22]=[C:21]([Cl:23])[CH:20]=[CH:19][C:18]=2[OH:24])[CH:6]=1)[CH3:2]. (3) Given the reactants Br[C:2]1[CH:7]=[CH:6][C:5]([C:8]2[CH:13]=[CH:12][CH:11]=[CH:10][CH:9]=2)=[CH:4][CH:3]=1.BrC1C=CC=CC=1C1C=CC=CC=1.[C:27](=[NH:40])([C:34]1[CH:39]=[CH:38][CH:37]=[CH:36][CH:35]=1)[C:28]1[CH:33]=[CH:32][CH:31]=[CH:30][CH:29]=1.CC(C)([O-])C.[Na+].C1(C(C2C=CC=CC=2)=C(P(C2CCCCC2)C2CCCCC2)C)C=CC=CC=1.[Cl-].[NH4+], predict the reaction product. The product is: [C:34]1([C:27]([C:28]2[CH:29]=[CH:30][CH:31]=[CH:32][CH:33]=2)=[N:40][C:2]2[CH:7]=[CH:6][C:5]([C:8]3[CH:13]=[CH:12][CH:11]=[CH:10][CH:9]=3)=[CH:4][CH:3]=2)[CH:35]=[CH:36][CH:37]=[CH:38][CH:39]=1. (4) Given the reactants [NH2:1][C@@H:2]([C:10]([O:12][CH3:13])=[O:11])[CH2:3][C:4]1[CH:9]=[CH:8][CH:7]=[CH:6][CH:5]=1.Cl.C(Cl)(Cl)Cl, predict the reaction product. The product is: [NH2:1][C@@H:2]([C:10]([O:12][CH3:13])=[O:11])[CH2:3][C:4]1[CH:9]=[CH:8][CH:7]=[CH:6][CH:5]=1. (5) Given the reactants N[C@@H:2](C(C1C=CC=CC=1)C1C=CC=CC=1)[C:3](NCCC(C)C[C@H](N(CCC(C)C)S(C1C=CC(C)=CC=1)(=O)=O)CO)=[O:4].[CH:43]([N:46]([S:54]([C:57]1[CH:62]=[CH:61][C:60]([N+:63]([O-:65])=[O:64])=[CH:59][CH:58]=1)(=[O:56])=[O:55])[CH:47]([CH2:51][CH:52]=[CH2:53])[C:48]([O-:50])=[O:49])([CH3:45])[CH3:44].[CH2:66](C(C)=O)[CH:67]=CC, predict the reaction product. The product is: [CH:43]([N:46]([S:54]([C:57]1[CH:62]=[CH:61][C:60]([N+:63]([O-:65])=[O:64])=[CH:59][CH:58]=1)(=[O:55])=[O:56])[C@@H:47]([CH2:51]/[CH:52]=[CH:53]/[C:3](=[O:4])[CH3:2])[C:48]([O:50][CH2:66][CH3:67])=[O:49])([CH3:45])[CH3:44].